This data is from Full USPTO retrosynthesis dataset with 1.9M reactions from patents (1976-2016). The task is: Predict the reactants needed to synthesize the given product. The reactants are: [Cl:1][C:2]1[N:10]=[CH:9][N:8]=[C:7]2[C:3]=1[N:4]=[CH:5][N:6]2[C@H:11]1[C@@H:15]2[O:16][C:17]([CH3:20])([CH3:19])[O:18][C@H:14]2[C@@H:13]([C:21]([NH:23][CH2:24][CH:25]([OH:27])[CH3:26])=[O:22])[O:12]1.C(O)(=O)C.[Cr](O[Cr]([O-])(=O)=O)([O-])(=O)=O.[NH+]1C=CC=CC=1.[NH+]1C=CC=CC=1.C(O)(C)C. Given the product [Cl:1][C:2]1[N:10]=[CH:9][N:8]=[C:7]2[C:3]=1[N:4]=[CH:5][N:6]2[C@H:11]1[C@@H:15]2[O:16][C:17]([CH3:20])([CH3:19])[O:18][C@H:14]2[C@@H:13]([C:21]([NH:23][CH2:24][C:25](=[O:27])[CH3:26])=[O:22])[O:12]1, predict the reactants needed to synthesize it.